The task is: Predict the reactants needed to synthesize the given product.. This data is from Full USPTO retrosynthesis dataset with 1.9M reactions from patents (1976-2016). (1) Given the product [ClH:20].[ClH:20].[CH3:19][C@H:9]1[CH2:10][C@H:11]([N:14]2[CH2:18][CH2:17][CH2:16][CH2:15]2)[CH2:12][CH2:13][NH:8]1, predict the reactants needed to synthesize it. The reactants are: C(OC([N:8]1[CH2:13][CH2:12][C@@H:11]([N:14]2[CH2:18][CH2:17][CH2:16][CH2:15]2)[CH2:10][C@@H:9]1[CH3:19])=O)(C)(C)C.[ClH:20]. (2) Given the product [Br:30][C:8]1[C:3]([C:2]([F:23])([F:22])[F:1])=[C:4]2[CH:11]=[CH:10][NH:9][C:5]2=[N:6][CH:7]=1, predict the reactants needed to synthesize it. The reactants are: [F:1][C:2]([F:23])([F:22])[C:3]1[CH:8]=[CH:7][N:6]=[C:5]2[N:9]([Si](C(C)C)(C(C)C)C(C)C)[CH:10]=[CH:11][C:4]=12.C([Li])(CC)C.C(Br)(Br)(Br)[Br:30]. (3) The reactants are: Cl[C:2]1[C:7]([C:8]([F:11])([F:10])[F:9])=[CH:6][N:5]=[C:4]([NH:12][C:13]2[CH:27]=[CH:26][C:16]([CH2:17][P:18](=[O:25])([O:22][CH2:23][CH3:24])[O:19][CH2:20][CH3:21])=[CH:15][C:14]=2[O:28][CH3:29])[N:3]=1.[NH2:30][C:31]1[CH:41]=[CH:40][CH:39]=[CH:38][C:32]=1[C:33]([NH:35][O:36][CH3:37])=[O:34]. Given the product [CH2:20]([O:19][P:18]([CH2:17][C:16]1[CH:26]=[CH:27][C:13]([NH:12][C:4]2[N:3]=[C:2]([NH:30][C:31]3[CH:41]=[CH:40][CH:39]=[CH:38][C:32]=3[C:33](=[O:34])[NH:35][O:36][CH3:37])[C:7]([C:8]([F:11])([F:10])[F:9])=[CH:6][N:5]=2)=[C:14]([O:28][CH3:29])[CH:15]=1)(=[O:25])[O:22][CH2:23][CH3:24])[CH3:21], predict the reactants needed to synthesize it. (4) Given the product [CH3:2][C:1]1[N:29]([C:15]2[CH:16]=[CH:17][CH:18]=[CH:19][N:14]=2)[C:11]([CH3:12])=[C:5]([C:6]([O:8][CH2:9][CH3:10])=[O:7])[N:4]=1, predict the reactants needed to synthesize it. The reactants are: [C:1]([NH:4][CH:5]([C:11](=O)[CH3:12])[C:6]([O:8][CH2:9][CH3:10])=[O:7])(=O)[CH3:2].[NH2:14][C:15]1C=[CH:19][CH:18]=[CH:17][CH:16]=1.C(O)(=O)C.C(#[N:29])CCC. (5) Given the product [CH:34]1([NH:38][C:11](=[O:13])[C:10]2[CH:14]=[CH:15][C:7]([CH3:6])=[C:8]([N:16]3[C:25](=[O:26])[C:24]4[C:19](=[CH:20][CH:21]=[C:22]([N:27]5[CH2:32][CH2:31][N:30]([CH3:33])[CH2:29][CH2:28]5)[CH:23]=4)[N:18]=[CH:17]3)[CH:9]=2)[CH2:37][CH2:36][CH2:35]1, predict the reactants needed to synthesize it. The reactants are: P(Cl)(Cl)(Cl)=O.[CH3:6][C:7]1[CH:15]=[CH:14][C:10]([C:11]([OH:13])=O)=[CH:9][C:8]=1[N:16]1[C:25](=[O:26])[C:24]2[C:19](=[CH:20][CH:21]=[C:22]([N:27]3[CH2:32][CH2:31][N:30]([CH3:33])[CH2:29][CH2:28]3)[CH:23]=2)[N:18]=[CH:17]1.[CH:34]1([NH2:38])[CH2:37][CH2:36][CH2:35]1. (6) Given the product [CH3:40][N:1]1[CH2:5][CH:4]=[C:3]([C:6]2[NH:7][C:8]3[C:13]([CH:14]=2)=[C:12]([C:15]2[CH:20]=[CH:19][CH:18]=[C:17]([N:21]4[C:30](=[O:31])[C:29]5[C:24](=[CH:25][CH:26]=[CH:27][CH:28]=5)[N:23]=[CH:22]4)[C:16]=2[CH3:32])[CH:11]=[CH:10][C:9]=3[C:33]([NH2:35])=[O:34])[CH2:2]1, predict the reactants needed to synthesize it. The reactants are: [NH:1]1[CH2:5][CH:4]=[C:3]([C:6]2[NH:7][C:8]3[C:13]([CH:14]=2)=[C:12]([C:15]2[CH:20]=[CH:19][CH:18]=[C:17]([N:21]4[C:30](=[O:31])[C:29]5[C:24](=[CH:25][CH:26]=[CH:27][CH:28]=5)[N:23]=[CH:22]4)[C:16]=2[CH3:32])[CH:11]=[CH:10][C:9]=3[C:33]([NH2:35])=[O:34])[CH2:2]1.C=O.[BH-](OC(C)=O)(OC(C)=O)O[C:40](C)=O.[Na+]. (7) Given the product [OH2:14].[ClH:34].[CH2:26]([NH:25][C:20]1[C:19]([NH:18][NH:17][C:15]([O:14][CH2:13][CH:10]2[CH2:9][CH2:8][N:7]([C:4]3[CH:5]=[CH:6][N:1]=[CH:2][CH:3]=3)[CH2:12][CH2:11]2)=[O:16])=[CH:24][CH:23]=[CH:22][CH:21]=1)[C:27]1[CH:32]=[CH:31][CH:30]=[CH:29][CH:28]=1.[CH2:26]([NH:25][C:20]1[C:19]([NH:18][NH:17][C:15]([O:14][CH2:13][CH:10]2[CH2:9][CH2:8][N:7]([C:4]3[CH:5]=[CH:6][N:1]=[CH:2][CH:3]=3)[CH2:12][CH2:11]2)=[O:16])=[CH:24][CH:23]=[CH:22][CH:21]=1)[C:27]1[CH:32]=[CH:31][CH:30]=[CH:29][CH:28]=1.[ClH:34], predict the reactants needed to synthesize it. The reactants are: [N:1]1[CH:6]=[CH:5][C:4]([N:7]2[CH2:12][CH2:11][CH:10]([CH2:13][O:14][C:15]([NH:17][NH:18][C:19]3[C:20]([NH2:25])=[CH:21][CH:22]=[CH:23][CH:24]=3)=[O:16])[CH2:9][CH2:8]2)=[CH:3][CH:2]=1.[C:26]([Cl:34])(=O)[C:27]1[CH:32]=[CH:31][CH:30]=[CH:29][CH:28]=1. (8) Given the product [O:1]1[CH2:6][CH2:5][N:4]([CH2:7][CH2:8][O:9][C:12]2[CH:17]=[CH:16][N:15]=[C:14]([NH2:18])[CH:13]=2)[CH2:3][CH2:2]1, predict the reactants needed to synthesize it. The reactants are: [O:1]1[CH2:6][CH2:5][N:4]([CH2:7][CH2:8][OH:9])[CH2:3][CH2:2]1.[Na].Cl[C:12]1[CH:17]=[CH:16][N:15]=[C:14]([NH2:18])[CH:13]=1.